This data is from Full USPTO retrosynthesis dataset with 1.9M reactions from patents (1976-2016). The task is: Predict the reactants needed to synthesize the given product. (1) Given the product [O:12]1[C:16]2[CH:17]=[CH:18][C:19]([CH:21]([CH2:28][C:29]3[O:33][N:32]=[C:31]([CH2:34][CH2:35][CH2:36][CH2:37][OH:38])[N:30]=3)[CH2:22][C:23]([O:25][CH2:26][CH3:27])=[O:24])=[CH:20][C:15]=2[O:14][CH2:13]1, predict the reactants needed to synthesize it. The reactants are: CC1C=CC(S(O)(=O)=O)=CC=1.[O:12]1[C:16]2[CH:17]=[CH:18][C:19]([CH:21]([CH2:28][C:29]3[O:33][N:32]=[C:31]([CH2:34][CH2:35][CH2:36][CH2:37][O:38]C4CCCCO4)[N:30]=3)[CH2:22][C:23]([O:25][CH2:26][CH3:27])=[O:24])=[CH:20][C:15]=2[O:14][CH2:13]1.C(O)C.CCN(C(C)C)C(C)C. (2) Given the product [Cl:1][C:2]1[CH:7]=[CH:6][CH:5]=[CH:4][C:3]=1[C@H:8]([O:10][C:11]1[CH:15]=[C:14]([N:16]2[C:20]3[CH:21]=[C:22]([C:25]([F:33])([F:32])[CH:26]4[CH2:27][CH2:28][N:29]([CH:38]([CH3:40])[CH3:39])[CH2:30][CH2:31]4)[CH:23]=[CH:24][C:19]=3[N:18]=[CH:17]2)[S:13][C:12]=1[C:34]([NH2:36])=[O:35])[CH3:9], predict the reactants needed to synthesize it. The reactants are: [Cl:1][C:2]1[CH:7]=[CH:6][CH:5]=[CH:4][C:3]=1[C@H:8]([O:10][C:11]1[CH:15]=[C:14]([N:16]2[C:20]3[CH:21]=[C:22]([C:25]([F:33])([F:32])[CH:26]4[CH2:31][CH2:30][NH:29][CH2:28][CH2:27]4)[CH:23]=[CH:24][C:19]=3[N:18]=[CH:17]2)[S:13][C:12]=1[C:34]([NH2:36])=[O:35])[CH3:9].Br[CH:38]([CH3:40])[CH3:39].C(=O)([O-])[O-].[Na+].[Na+]. (3) Given the product [NH2:1][C:2]1[N:3]=[CH:4][C:5]([C:22]2[CH:23]=[CH:24][C:25]([C:26]([N:28]([CH3:30])[CH3:29])=[O:27])=[CH:31][CH:32]=2)=[N:6][C:7]=1[C:8]1[O:9][C:10]([NH:13][CH2:46][C:48]2[CH:53]=[CH:52][CH:51]=[CH:50][CH:49]=2)=[N:11][N:12]=1, predict the reactants needed to synthesize it. The reactants are: [NH2:1][C:2]1[N:3]=[CH:4][C:5]([C:22]2[CH:32]=[CH:31][C:25]([C:26]([N:28]([CH3:30])[CH3:29])=[O:27])=[CH:24][CH:23]=2)=[N:6][C:7]=1[C:8]1[O:9][C:10]([NH:13]C2C=CC=CC=2OC)=[N:11][N:12]=1.NC1N=CC(C2C=CC(C(N(C)C)=O)=CC=2)=NC=1C1OC(N[C@H:46]([C:48]2[CH:53]=[CH:52][C:51](Cl)=[CH:50][CH:49]=2)C)=NN=1.NC1N=CC(C2C=CC(C(N(C)C)=O)=CC=2)=NC=1C1OC(NCCC2C=CC=CC=2)=NN=1.NC1N=CC(C2C=CC(C(N(C)C)=O)=CC=2)=NC=1C1OC(NC2CCCCC2)=NN=1.NC1N=CC(C2C=CC(C(N(C)C)=O)=CC=2)=NC=1C1OC(NC2C=CC=C(C#N)C=2)=NN=1.C(NC1OC(C2N=C(C3C=CC(C(N(C)C)=O)=CC=3)C=NC=2N)=NN=1)(=O)C.NC1N=CC(C2C=CC(C(N(C)C)=O)=CC=2)=NC=1C1OC(NC(=O)C2C=CC=CC=2)=NN=1. (4) Given the product [F:1][C:2]1[CH:7]=[C:6]([I:27])[CH:5]=[CH:4][C:3]=1[NH:12][C:13]1[C:21]2[CH:20]=[N:19][CH:18]=[N:17][C:16]=2[O:15][C:14]=1[C:22]([O:24][CH2:25][CH3:26])=[O:23], predict the reactants needed to synthesize it. The reactants are: [F:1][C:2]1[CH:7]=[C:6]([Si](C)(C)C)[CH:5]=[CH:4][C:3]=1[NH:12][C:13]1[C:21]2[CH:20]=[N:19][CH:18]=[N:17][C:16]=2[O:15][C:14]=1[C:22]([O:24][CH2:25][CH3:26])=[O:23].[I:27]Cl.S([O-])([O-])(=O)=S.[Na+].[Na+]. (5) Given the product [C:13]([C:12]1[CH:15]=[CH:16][C:9]([N:3]2[C@H:2]([CH3:1])[CH2:7][N:6]([S:21]([NH:25][C:30]3[CH:32]=[CH:33][C:27]([F:26])=[CH:28][CH:29]=3)(=[O:23])=[O:22])[C@@H:5]([CH3:8])[CH2:4]2)=[CH:10][C:11]=1[C:17]([F:20])([F:19])[F:18])#[N:14], predict the reactants needed to synthesize it. The reactants are: [CH3:1][C@H:2]1[CH2:7][NH:6][C@H:5]([CH3:8])[CH2:4][N:3]1[C:9]1[CH:16]=[CH:15][C:12]([C:13]#[N:14])=[C:11]([C:17]([F:20])([F:19])[F:18])[CH:10]=1.[S:21]([NH2:25])(N)(=[O:23])=[O:22].[F:26][C:27]1[CH:33]=[CH:32][C:30](N)=[CH:29][CH:28]=1. (6) Given the product [CH3:10][CH:9]([C@H:8]([NH:12][C:13](=[O:19])[O:14][C:15]([CH3:18])([CH3:17])[CH3:16])[CH:6]=[CH2:2])[CH3:11], predict the reactants needed to synthesize it. The reactants are: [Li][CH2:2]CCC.[CH:6]([C@@H:8]([NH:12][C:13](=[O:19])[O:14][C:15]([CH3:18])([CH3:17])[CH3:16])[CH:9]([CH3:11])[CH3:10])=O.O.